This data is from Forward reaction prediction with 1.9M reactions from USPTO patents (1976-2016). The task is: Predict the product of the given reaction. Given the reactants [C:1]([OH:13])(=[O:12])[CH2:2][C:3]([CH2:8][C:9]([OH:11])=[O:10])([C:5]([OH:7])=[O:6])[OH:4].O1[B:19]([C@@H:20]([NH:25][C:26](=[O:44])[C@@H:27]([NH:35][C:36]([C:38]2[CH:43]=[N:42][CH:41]=[CH:40][N:39]=2)=[O:37])[CH2:28][C:29]2[CH:34]=[CH:33][CH:32]=[CH:31][CH:30]=2)[CH2:21][CH:22]([CH3:24])[CH3:23])O[B:19]([C@@H:20]([NH:25][C:26](=[O:44])[C@@H:27]([NH:35][C:36]([C:38]2[CH:43]=[N:42][CH:41]=[CH:40][N:39]=2)=[O:37])[CH2:28][C:29]2[CH:34]=[CH:33][CH:32]=[CH:31][CH:30]=2)[CH2:21][CH:22]([CH3:24])[CH3:23])O[B:19]1[C@@H:20]([NH:25][C:26](=[O:44])[C@@H:27]([NH:35][C:36]([C:38]1[CH:43]=[N:42][CH:41]=[CH:40][N:39]=1)=[O:37])[CH2:28][C:29]1[CH:34]=[CH:33][CH:32]=[CH:31][CH:30]=1)[CH2:21][CH:22]([CH3:24])[CH3:23], predict the reaction product. The product is: [CH3:23][CH:22]([CH3:24])[CH2:21][C@@H:20]([B:19]1[O:4][C:3]([CH2:2][C:1]([OH:13])=[O:12])([CH2:8][C:9]([OH:11])=[O:10])[C:5](=[O:7])[O:6]1)[NH:25][C:26](=[O:44])[C@@H:27]([NH:35][C:36]([C:38]1[CH:43]=[N:42][CH:41]=[CH:40][N:39]=1)=[O:37])[CH2:28][C:29]1[CH:34]=[CH:33][CH:32]=[CH:31][CH:30]=1.